From a dataset of Reaction yield outcomes from USPTO patents with 853,638 reactions. Predict the reaction yield, written as a fraction of the theoretical maximum amount of product (1.0 means a 100% yield; for example, 0.34 means a 34% yield). (1) The reactants are [CH2:1]([C@@:4]1([C:20]2[CH:25]=[CH:24][CH:23]=[CH:22][CH:21]=2)[O:9][C:8](=[O:10])[N:7]([C@H:11]([C:13]2[CH:18]=[CH:17][C:16]([Br:19])=[CH:15][CH:14]=2)[CH3:12])[CH2:6][CH2:5]1)[CH:2]=[CH2:3].[OH2:26]. The catalyst is CN(C=O)C.Cl[Cu].Cl[Pd]Cl. The product is [Br:19][C:16]1[CH:15]=[CH:14][C:13]([C@@H:11]([N:7]2[CH2:6][CH2:5][C@:4]([CH2:1][C:2](=[O:26])[CH3:3])([C:20]3[CH:25]=[CH:24][CH:23]=[CH:22][CH:21]=3)[O:9][C:8]2=[O:10])[CH3:12])=[CH:18][CH:17]=1. The yield is 0.580. (2) The yield is 0.640. The product is [C:37]([O:36][C:34]([NH:8][C@@H:9]([C:13](=[O:18])[C:14]([CH3:15])([CH3:16])[CH3:17])[C:10]([O:12][CH2:41][CH3:42])=[O:11])=[O:35])([CH3:38])([CH3:39])[CH3:40]. The catalyst is [OH-].[OH-].[Pd+2]. The reactants are C([N:8](CC1C=CC=CC=1)[C@@H:9]([C:13](=[O:18])[C:14]([CH3:17])([CH3:16])[CH3:15])[C:10]([O-:12])=[O:11])C1C=CC=CC=1.[C:34](O[C:34]([O:36][C:37]([CH3:40])([CH3:39])[CH3:38])=[O:35])([O:36][C:37]([CH3:40])([CH3:39])[CH3:38])=[O:35].[CH3:41][CH2:42]O. (3) The reactants are Br[C:2]1[CH:19]=[C:18]2[C:5]([CH2:6][C:7]3([C:11]42[N:15]=[C:14]([NH2:16])[C:13]([CH3:17])=[N:12]4)[CH2:10][CH2:9][CH2:8]3)=[CH:4][CH:3]=1.[C:20]([CH:22]1[CH2:24][CH2:23]1)#[CH:21].C(N(CC)CC)C. The catalyst is CN(C=O)C.C1C=CC([P]([Pd]([P](C2C=CC=CC=2)(C2C=CC=CC=2)C2C=CC=CC=2)([P](C2C=CC=CC=2)(C2C=CC=CC=2)C2C=CC=CC=2)[P](C2C=CC=CC=2)(C2C=CC=CC=2)C2C=CC=CC=2)(C2C=CC=CC=2)C2C=CC=CC=2)=CC=1. The product is [CH:22]1([C:20]#[C:21][C:2]2[CH:19]=[C:18]3[C:5]([CH2:6][C:7]4([C:11]53[N:15]=[C:14]([NH2:16])[C:13]([CH3:17])=[N:12]5)[CH2:8][CH2:9][CH2:10]4)=[CH:4][CH:3]=2)[CH2:24][CH2:23]1. The yield is 0.480. (4) The reactants are [O:1]1[C:6]2[CH:7]=[CH:8][CH:9]=[CH:10][C:5]=2[N:4]([CH2:11][CH2:12][O:13][C:14]2[CH:19]=[CH:18][C:17]([CH2:20][CH:21]([O:25][CH2:26][CH3:27])[C:22](O)=[O:23])=[CH:16][CH:15]=2)[CH2:3][CH2:2]1.[NH3:28]. No catalyst specified. The product is [O:1]1[C:6]2[CH:7]=[CH:8][CH:9]=[CH:10][C:5]=2[N:4]([CH2:11][CH2:12][O:13][C:14]2[CH:19]=[CH:18][C:17]([CH2:20][CH:21]([O:25][CH2:26][CH3:27])[C:22]([NH2:28])=[O:23])=[CH:16][CH:15]=2)[CH2:3][CH2:2]1. The yield is 0.800. (5) The catalyst is C(Cl)(Cl)Cl. The reactants are [CH3:1][O:2][C:3]1[CH:4]=[C:5]([NH:11][C:12]2[C:13]([NH:22][S:23]([C:26]3[CH:27]=[N:28][C:29]([CH2:32]O)=[CH:30][CH:31]=3)(=[O:25])=[O:24])=[N:14][C:15]3[C:20]([N:21]=2)=[CH:19][CH:18]=[CH:17][CH:16]=3)[CH:6]=[C:7]([O:9][CH3:10])[CH:8]=1.S(Cl)([Cl:36])=O.O.C([O-])(O)=O.[Na+]. The yield is 1.08. The product is [Cl:36][CH2:32][C:29]1[N:28]=[CH:27][C:26]([S:23]([NH:22][C:13]2[C:12]([NH:11][C:5]3[CH:4]=[C:3]([O:2][CH3:1])[CH:8]=[C:7]([O:9][CH3:10])[CH:6]=3)=[N:21][C:20]3[C:15](=[CH:16][CH:17]=[CH:18][CH:19]=3)[N:14]=2)(=[O:25])=[O:24])=[CH:31][CH:30]=1. (6) The reactants are CN(C)C=O.[CH3:6][C:7]([CH3:36])([CH3:35])[CH2:8][CH2:9][NH:10][C:11]([NH:13][C:14]1[CH:19]=[CH:18][C:17]([O:20][C:21]2[C:30]3[C:25](=[CH:26][C:27]([OH:33])=[C:28]([O:31][CH3:32])[CH:29]=3)[N:24]=[CH:23][CH:22]=2)=[CH:16][C:15]=1[F:34])=[O:12].C(=O)([O-])[O-].[K+].[K+].Cl.Cl[CH2:45][CH2:46][N:47]1[CH2:52][CH2:51][O:50][CH2:49][CH2:48]1. The catalyst is C(OCC)(=O)C.O. The product is [CH3:6][C:7]([CH3:36])([CH3:35])[CH2:8][CH2:9][NH:10][C:11]([NH:13][C:14]1[CH:19]=[CH:18][C:17]([O:20][C:21]2[C:30]3[C:25](=[CH:26][C:27]([O:33][CH2:45][CH2:46][N:47]4[CH2:52][CH2:51][O:50][CH2:49][CH2:48]4)=[C:28]([O:31][CH3:32])[CH:29]=3)[N:24]=[CH:23][CH:22]=2)=[CH:16][C:15]=1[F:34])=[O:12]. The yield is 0.370. (7) The reactants are [I-].C[S+](C)(C)=O.[CH3:7]C(C)([O-])C.[K+].[F:13][C:14]1[CH:19]=[C:18]([F:20])[CH:17]=[CH:16][C:15]=1[C:21](=[O:40])[C:22]([C:25]1[N:30]=[CH:29][C:28]([O:31][C:32]2[CH:39]=[CH:38][C:35]([C:36]#[N:37])=[CH:34][CH:33]=2)=[CH:27][CH:26]=1)([F:24])[F:23].C(=O)(O)[O-].[Na+]. The catalyst is C1COCC1.CS(C)=O.C1COCC1.[Cl-].[Na+].O. The product is [F:13][C:14]1[CH:19]=[C:18]([F:20])[CH:17]=[CH:16][C:15]=1[C:21]1([C:22]([F:23])([F:24])[C:25]2[N:30]=[CH:29][C:28]([O:31][C:32]3[CH:39]=[CH:38][C:35]([C:36]#[N:37])=[CH:34][CH:33]=3)=[CH:27][CH:26]=2)[CH2:7][O:40]1. The yield is 0.440.